The task is: Predict the reactants needed to synthesize the given product.. This data is from Full USPTO retrosynthesis dataset with 1.9M reactions from patents (1976-2016). The reactants are: [NH2:1][C:2]1[CH:3]=[C:4]([CH:24]=[CH:25][CH:26]=1)[CH2:5][S:6][C:7]1[NH:8][C:9](=[O:23])[C:10]([C:21]#[N:22])=[C:11]([C:13]2[CH:18]=[CH:17][CH:16]=[C:15]([O:19][CH3:20])[CH:14]=2)[N:12]=1.CN(C1C=CC=CN=1)C.[F:36][C:37]1[CH:38]=[C:39]([N:44]=[C:45]=[O:46])[CH:40]=[C:41]([F:43])[CH:42]=1. Given the product [C:21]([C:10]1[C:9](=[O:23])[NH:8][C:7]([S:6][CH2:5][C:4]2[CH:3]=[C:2]([NH:1][C:45]([NH:44][C:39]3[CH:40]=[C:41]([F:43])[CH:42]=[C:37]([F:36])[CH:38]=3)=[O:46])[CH:26]=[CH:25][CH:24]=2)=[N:12][C:11]=1[C:13]1[CH:18]=[CH:17][CH:16]=[C:15]([O:19][CH3:20])[CH:14]=1)#[N:22], predict the reactants needed to synthesize it.